Dataset: Forward reaction prediction with 1.9M reactions from USPTO patents (1976-2016). Task: Predict the product of the given reaction. (1) The product is: [F:11][C:12]1[C:13]([N+:1]([O-:4])=[O:2])=[C:14]([CH:17]=[C:18]([F:20])[CH:19]=1)[C:15]#[N:16]. Given the reactants [N+:1]([O-:4])([O-])=[O:2].[K+].OS(O)(=O)=O.[F:11][C:12]1[CH:13]=[C:14]([CH:17]=[C:18]([F:20])[CH:19]=1)[C:15]#[N:16], predict the reaction product. (2) Given the reactants [C:1]([C:5]1[S:9][C:8]([C:10](=O)[CH3:11])=[CH:7][CH:6]=1)([CH3:4])([CH3:3])[CH3:2].C(O)C.[BH4-].[Na+].[NH3:18], predict the reaction product. The product is: [C:1]([C:5]1[S:9][C:8]([CH2:10][CH2:11][NH2:18])=[CH:7][CH:6]=1)([CH3:4])([CH3:3])[CH3:2]. (3) Given the reactants [N+:1]([C:4]1[CH:9]=[CH:8][C:7]([C:10]2[CH:15]=[CH:14][N:13]=[C:12]([C:16]3[CH:21]=[CH:20][C:19]([C:22]([F:25])([F:24])[F:23])=[CH:18][CH:17]=3)[N:11]=2)=[CH:6][CH:5]=1)([O-])=O.[Na].O.O.Cl.FC(F)(F)C1C=CC(C(N)=N)=CC=1, predict the reaction product. The product is: [F:25][C:22]([F:23])([F:24])[C:19]1[CH:18]=[CH:17][C:16]([C:12]2[N:11]=[C:10]([C:7]3[CH:8]=[CH:9][C:4]([NH2:1])=[CH:5][CH:6]=3)[CH:15]=[CH:14][N:13]=2)=[CH:21][CH:20]=1. (4) Given the reactants [CH3:1][O:2][C:3]1[CH:8]=[CH:7][N:6]=[C:5]([CH2:9][CH2:10][C:11]2[NH:20][C:14]3=[N:15][CH:16]=[C:17](I)[CH:18]=[C:13]3[N:12]=2)[CH:4]=1.[S:21]1[CH:25]=[CH:24][C:23](B(O)O)=[CH:22]1, predict the reaction product. The product is: [CH3:1][O:2][C:3]1[CH:8]=[CH:7][N:6]=[C:5]([CH2:9][CH2:10][C:11]2[NH:20][C:14]3=[N:15][CH:16]=[C:17]([C:23]4[CH:24]=[CH:25][S:21][CH:22]=4)[CH:18]=[C:13]3[N:12]=2)[CH:4]=1. (5) Given the reactants [C:1]([C:3]1[CH:29]=[CH:28][C:6]([CH2:7][N:8]([CH2:20][C:21]([O:23][C:24]([CH3:27])([CH3:26])[CH3:25])=[O:22])[C:9](=[O:19])[C:10]2[CH:15]=[CH:14][C:13]([N+:16]([O-:18])=[O:17])=[CH:12][CH:11]=2)=[CH:5][CH:4]=1)#[N:2].Cl.[NH2:31][OH:32].C([O-])(O)=O.[Na+], predict the reaction product. The product is: [OH:32][NH:31][C:1]([C:3]1[CH:4]=[CH:5][C:6]([CH2:7][N:8]([CH2:20][C:21]([O:23][C:24]([CH3:25])([CH3:26])[CH3:27])=[O:22])[C:9](=[O:19])[C:10]2[CH:15]=[CH:14][C:13]([N+:16]([O-:18])=[O:17])=[CH:12][CH:11]=2)=[CH:28][CH:29]=1)=[NH:2].